This data is from Reaction yield outcomes from USPTO patents with 853,638 reactions. The task is: Predict the reaction yield, written as a fraction of the theoretical maximum amount of product (1.0 means a 100% yield; for example, 0.34 means a 34% yield). (1) The reactants are [CH3:1][O:2][C:3]1[CH:12]=[CH:11][CH:10]=[C:9]2[C:4]=1[CH:5]=[CH:6][C:7]([NH:13][C:14]1[S:15][C:16]([NH:24][C:25]([C:27]3[CH:31]=[CH:30][S:29][CH:28]=3)=[O:26])=[C:17]([C:19]([O:21]CC)=O)[N:18]=1)=[CH:8]2.[NH3:32].CO. The catalyst is C1COCC1. The product is [CH3:1][O:2][C:3]1[CH:12]=[CH:11][CH:10]=[C:9]2[C:4]=1[CH:5]=[CH:6][C:7]([NH:13][C:14]1[S:15][C:16]([NH:24][C:25]([C:27]3[CH:31]=[CH:30][S:29][CH:28]=3)=[O:26])=[C:17]([C:19]([NH2:32])=[O:21])[N:18]=1)=[CH:8]2. The yield is 0.920. (2) The reactants are [CH2:1]([C@@H:8]1[CH2:12][O:11][C:10](=[O:13])[N:9]1[C:14](=[O:23])[CH2:15][C:16]1[CH:21]=[CH:20][C:19]([Cl:22])=[CH:18][CH:17]=1)[C:2]1[CH:7]=[CH:6][CH:5]=[CH:4][CH:3]=1.C1(C)C=CC=CC=1.CCN(C(C)C)C(C)C.[CH3:40][O:41][C:42]1[CH:59]=[C:58]([O:60][CH3:61])[CH:57]=[CH:56][C:43]=1[CH2:44][N:45]([CH2:53]OC)[C:46](=[O:52])[O:47][C:48]([CH3:51])([CH3:50])[CH3:49]. The catalyst is C(Cl)Cl.Cl[Ti](Cl)(Cl)Cl. The product is [CH2:1]([C@@H:8]1[CH2:12][O:11][C:10](=[O:13])[N:9]1[C:14](=[O:23])[C@@H:15]([C:16]1[CH:17]=[CH:18][C:19]([Cl:22])=[CH:20][CH:21]=1)[CH2:53][N:45]([CH2:44][C:43]1[CH:56]=[CH:57][C:58]([O:60][CH3:61])=[CH:59][C:42]=1[O:41][CH3:40])[C:46](=[O:52])[O:47][C:48]([CH3:51])([CH3:50])[CH3:49])[C:2]1[CH:7]=[CH:6][CH:5]=[CH:4][CH:3]=1. The yield is 0.735. (3) The reactants are [CH3:1][O:2][C:3]1[CH:4]=[C:5](B(O)O)[CH:6]=[CH:7][CH:8]=1.Br[C:13]1[CH:14]=[C:15]([CH:19]([CH:26]2[CH2:28][CH2:27]2)[NH:20][S:21]([CH2:24][CH3:25])(=[O:23])=[O:22])[CH:16]=[N:17][CH:18]=1.C([O-])([O-])=O.[Na+].[Na+]. The catalyst is CN(C=O)C.Cl[Pd](Cl)([P](C1C=CC=CC=1)(C1C=CC=CC=1)C1C=CC=CC=1)[P](C1C=CC=CC=1)(C1C=CC=CC=1)C1C=CC=CC=1. The product is [CH:26]1([CH:19]([C:15]2[CH:16]=[N:17][CH:18]=[C:13]([C:8]3[CH:7]=[CH:6][CH:5]=[CH:4][C:3]=3[O:2][CH3:1])[CH:14]=2)[NH:20][S:21]([CH2:24][CH3:25])(=[O:23])=[O:22])[CH2:28][CH2:27]1. The yield is 0.350. (4) The reactants are [NH2:1][C:2]1[CH:18]=[C:17]([O:19][CH3:20])[CH:16]=[CH:15][C:3]=1[C:4]([NH:6][C:7]1[CH:12]=[CH:11][CH:10]=[C:9]([Br:13])[C:8]=1[CH3:14])=[O:5].Cl[C:22](Cl)([O:24]C(=O)OC(Cl)(Cl)Cl)Cl.C([O-])(O)=O.[Na+]. The catalyst is C1COCC1. The product is [Br:13][C:9]1[C:8]([CH3:14])=[C:7]([N:6]2[C:4](=[O:5])[C:3]3[C:2](=[CH:18][C:17]([O:19][CH3:20])=[CH:16][CH:15]=3)[NH:1][C:22]2=[O:24])[CH:12]=[CH:11][CH:10]=1. The yield is 0.680.